From a dataset of Reaction yield outcomes from USPTO patents with 853,638 reactions. Predict the reaction yield, written as a fraction of the theoretical maximum amount of product (1.0 means a 100% yield; for example, 0.34 means a 34% yield). (1) The reactants are [Br:1][C:2]1[CH:21]=[CH:20][C:5]([O:6][C:7]2[N:14]=[C:13]([N:15]([CH2:17][CH2:18][OH:19])[CH3:16])[CH:12]=[CH:11][C:8]=2[C:9]#[N:10])=[CH:4][C:3]=1[CH:22]=[O:23].[CH3:24][C:25]([Si:28](Cl)([CH3:30])[CH3:29])([CH3:27])[CH3:26].CCN(CC)CC. The catalyst is C1COCC1. The product is [Br:1][C:2]1[CH:21]=[CH:20][C:5]([O:6][C:7]2[N:14]=[C:13]([N:15]([CH2:17][CH2:18][O:19][Si:28]([C:25]([CH3:27])([CH3:26])[CH3:24])([CH3:30])[CH3:29])[CH3:16])[CH:12]=[CH:11][C:8]=2[C:9]#[N:10])=[CH:4][C:3]=1[CH:22]=[O:23]. The yield is 0.810. (2) The reactants are [NH2:1][C:2]1[C:3]([C:14]([O:16][CH2:17][CH3:18])=[O:15])=[N:4][C:5]2[C:10]([CH:11]=1)=[CH:9][C:8]([F:12])=[C:7]([Br:13])[CH:6]=2.N1C=CC=CC=1.Cl[C:26]([O:28][CH2:29][C:30]1[CH:35]=[CH:34][CH:33]=[CH:32][CH:31]=1)=[O:27]. The catalyst is C(Cl)Cl.CCOC(C)=O. The product is [CH2:29]([O:28][C:26]([NH:1][C:2]1[C:3]([C:14]([O:16][CH2:17][CH3:18])=[O:15])=[N:4][C:5]2[C:10]([CH:11]=1)=[CH:9][C:8]([F:12])=[C:7]([Br:13])[CH:6]=2)=[O:27])[C:30]1[CH:35]=[CH:34][CH:33]=[CH:32][CH:31]=1. The yield is 0.680.